This data is from Experimentally validated miRNA-target interactions with 360,000+ pairs, plus equal number of negative samples. The task is: Binary Classification. Given a miRNA mature sequence and a target amino acid sequence, predict their likelihood of interaction. (1) The protein sequence of the target gene is MNAPLGGIWLWLPLLLTWLTPEVNSSWWYMRATGGSSRVMCDNVPGLVSSQRQLCHRHPDVMRAISQGVAEWTAECQHQFRQHRWNCNTLDRDHSLFGRVLLRSSRESAFVYAISSAGVVFAITRACSQGEVKSCSCDPKKMGSAKDSKGIFDWGGCSDNIDYGIKFARAFVDAKERKGKDARALMNLHNNRAGRKAVKRFLKQECKCHGVSGSCTLRTCWLAMADFRKTGDYLWRKYNGAIQVVMNQDGTGFTVANERFKKPTKNDLVYFENSPDYCIRDREAGSLGTAGRVCNLTSRG.... The miRNA is gga-let-7i with sequence UGAGGUAGUAGUUUGUGCUGU. Result: 0 (no interaction). (2) The miRNA is hsa-miR-519d-5p with sequence CCUCCAAAGGGAAGCGCUUUCUGUU. The protein sequence of the target gene is MWNDIELLTNDDTGSGYLSVGSRKEHGTALYQVDLLVKISSEKASLNPKIQACSLSDGFIIVADQSVILLDSICRSLQLHLVFDTEVDVVGLCQEGKFLLVGERSGNLHLIHVTSKQTLLTNAFVQKANDENRRTYQNLVIEKDGSNEGTYYMLLLTYSGFFCITNLQLLKIQQAIENVDFSTAKKLQGQIKSSFISTENYHTLGCLSLVAGDLASEVPVIIGGTGNCAFSKWEPDSSKKGMTVKNLIDAEIIKGAKKFQLIDNLLFVLDTDNVLSLWDIYTLTPVWNWPSLHVEEFLLT.... Result: 1 (interaction). (3) The miRNA is hsa-miR-320c with sequence AAAAGCUGGGUUGAGAGGGU. The protein sequence of the target gene is MAHITINQYLQQVYEAIDTRDGASCAELVSFKHPHVANPRLQMASPEEKCQQVLEPPYDEMFAAHLRCTYAVGNHDFIEAYKCQTVIVQSFLRAFQAHKEENWALPVMYAVALDLRIFANNADQQLVKKGKSKVGDMLEKAAELLMSCFRVCASDTRAGIEDSKKWGMLFLVNQLFKIYFKINKLHLCKPLIRAIDSSNLKDDYSTAQRITYKYYVGRKAMFDSDFKQAEEYLSFAFEHCHRSSQKNKRMILIYLLPVKMLLGHMPTIELLRKYHLMQFSEVTKAVSEGNLLLLNEALAK.... Result: 0 (no interaction). (4) The miRNA is hsa-miR-6792-5p with sequence GUAAGCAGGGGCUCUGGGUGA. The protein sequence of the target gene is MLGLPWKGGLSWALLLLLLGSQILLIYAWHFHEQRDCDEHNVMARYLPATVEFAVHTFNQQSKDYYAYRLGHILNSWKEQVESKTVFSMELLLGRTRCGKFEDDIDNCHFQESTELNNTFTCFFTISTRPWMTQFSLLNKTCLEGFH. Result: 0 (no interaction). (5) The miRNA is rno-miR-203a-3p with sequence GUGAAAUGUUUAGGACCACUAG. The protein sequence of the target gene is MGTPQKDVIIKSDAPDTLLLEKHADYIASYGSKKDDYEYCMSEYLRMSGIYWGLTVMDLMGQLHRMNREEILAFIKSCQHECGGISASIGHDPHLLYTLSAVQILTLYDSINVIDVNKVVEYVKGLQKEDGSFAGDIWGEIDTRFSFCAVATLALLGKLDAINVEKAIEFVLSCMNFDGGFGCRPGSESHAGQIYCCTGFLAITSQLHQVNSDLLGWWLCERQLPSGGLNGRPEKLPDVCYSWWVLASLKIIGRLHWIDREKLRNFILACQDEETGGFADRPGDMVDPFHTLFGIAGLSL.... Result: 0 (no interaction).